This data is from Reaction yield outcomes from USPTO patents with 853,638 reactions. The task is: Predict the reaction yield, written as a fraction of the theoretical maximum amount of product (1.0 means a 100% yield; for example, 0.34 means a 34% yield). (1) The reactants are [CH3:1][N:2]1[CH:6]=[CH:5][N:4]=[C:3]1[N:7]([CH2:19][C:20]1[CH:21]=[C:22]([CH3:26])[CH:23]=[CH:24][CH:25]=1)[C:8]1[C:9]2[N:10]([CH:16]=[CH:17][CH:18]=2)[N:11]=[CH:12][C:13]=1[C:14]#[N:15].[NH4+].[OH-:28].OO.CCCCCC. The catalyst is CCO.CCOCC. The product is [CH3:1][N:2]1[CH:6]=[CH:5][N:4]=[C:3]1[N:7]([CH2:19][C:20]1[CH:21]=[C:22]([CH3:26])[CH:23]=[CH:24][CH:25]=1)[C:8]1[C:9]2[N:10]([CH:16]=[CH:17][CH:18]=2)[N:11]=[CH:12][C:13]=1[C:14]([NH2:15])=[O:28]. The yield is 0.590. (2) The product is [CH2:7]([O:14][N:15]1[C:21](=[O:22])[N:20]2[CH2:23][C@H:16]1[CH2:17][CH2:18][C@H:19]2[C:24]1[O:29][C:28]([N:30]2[CH2:35][CH2:34][N:33]([C:36]([O:38][C:39]([CH3:41])([CH3:42])[CH3:40])=[O:37])[CH2:32][CH2:31]2)=[N:27][N:26]=1)[C:8]1[CH:9]=[CH:10][CH:11]=[CH:12][CH:13]=1. The yield is 0.830. The catalyst is C(Cl)Cl. The reactants are N1C=CC=CC=1.[CH2:7]([O:14][N:15]1[C:21](=[O:22])[N:20]2[CH2:23][C@H:16]1[CH2:17][CH2:18][C@H:19]2[C:24]([NH:26][NH:27][C:28]([N:30]1[CH2:35][CH2:34][N:33]([C:36]([O:38][C:39]([CH3:42])([CH3:41])[CH3:40])=[O:37])[CH2:32][CH2:31]1)=[O:29])=O)[C:8]1[CH:13]=[CH:12][CH:11]=[CH:10][CH:9]=1.O(S(C(F)(F)F)(=O)=O)S(C(F)(F)F)(=O)=O.C([O-])(O)=O.[Na+]. (3) The reactants are [Cl:1][C:2]1[CH:3]=[C:4]([N:8]2[C:13](=[O:14])[C:12]([OH:15])=[C:11]([C:16]3[CH:21]=[CH:20][C:19]([S:22]([CH3:25])(=[O:24])=[O:23])=[CH:18][CH:17]=3)[CH:10]=[N:9]2)[CH:5]=[CH:6][CH:7]=1.[C:26]1([CH3:36])[CH:31]=[CH:30][C:29]([S:32](Cl)(=[O:34])=[O:33])=[CH:28][CH:27]=1.O. The catalyst is N1C=CC=CC=1. The product is [Cl:1][C:2]1[CH:3]=[C:4]([N:8]2[C:13](=[O:14])[C:12]([O:15][S:32]([C:29]3[CH:30]=[CH:31][C:26]([CH3:36])=[CH:27][CH:28]=3)(=[O:34])=[O:33])=[C:11]([C:16]3[CH:21]=[CH:20][C:19]([S:22]([CH3:25])(=[O:24])=[O:23])=[CH:18][CH:17]=3)[CH:10]=[N:9]2)[CH:5]=[CH:6][CH:7]=1. The yield is 0.790. (4) The reactants are [NH2:1][C:2]1[CH:6]=[CH:5][S:4][C:3]=1/[C:7](=[CH:9]/[CH:10]([CH3:12])[CH3:11])/[CH3:8].NC1C=CSC=1/C(=C\C(C)C)/C. The product is [NH2:1][C:2]1[CH:6]=[CH:5][S:4][C:3]=1[C:7]([CH2:9][CH:10]([CH3:12])[CH3:11])=[CH2:8]. The yield is 0.760. No catalyst specified. (5) The reactants are [C:1]1([C:1]2[CH:6]=[CH:5][CH:4]=[CH:3][CH:2]=2)[CH:6]=[CH:5][C:4](NC(=O)N[C@@H](C[C:1]2[CH:6]=[CH:5][CH:4]=[CH:3][CH:2]=2)/C=C/C(O)=O)=[CH:3][CH:2]=1.[N:30]1([CH2:35][CH2:36][NH:37][C:38](=[O:67])/[CH:39]=[CH:40]/[C@@H:41]([NH:49][C:50]([NH:52][C:53]2[CH:58]=[CH:57][C:56](OC3C=CC(F)=CC=3)=[CH:55][CH:54]=2)=[O:51])[CH2:42][C:43]2[CH:48]=[CH:47][CH:46]=[CH:45][CH:44]=2)[CH2:34][CH2:33][CH2:32][CH2:31]1.Cl.O1CCOCC1. The catalyst is C(Cl)Cl. The product is [CH2:34]([N:30]([CH2:31][CH3:32])[CH2:35][CH2:36][NH:37][C:38](=[O:67])/[CH:39]=[CH:40]/[C@@H:41]([NH:49][C:50]([NH:52][C:53]1[CH:54]=[CH:55][C:56]([C:1]2[CH:6]=[CH:5][CH:4]=[CH:3][CH:2]=2)=[CH:57][CH:58]=1)=[O:51])[CH2:42][C:43]1[CH:44]=[CH:45][CH:46]=[CH:47][CH:48]=1)[CH3:33]. The yield is 0.830. (6) The reactants are [CH2:1]([CH:3]([C:6]1[C:14]2[NH:13][C:12](=[O:15])[N:11](C(OC(C)(C)C)=O)[C:10]=2[CH:9]=[CH:8][CH:7]=1)[CH2:4][CH3:5])[CH3:2].Br[CH2:24][C:25]([O:27][CH:28]([CH3:30])[CH3:29])=[O:26].C(=O)([O-])[O-].[K+].[K+]. The catalyst is CN(C)C=O.O. The product is [CH2:4]([CH:3]([C:6]1[C:14]2[N:13]([CH2:24][C:25]([O:27][CH:28]([CH3:30])[CH3:29])=[O:26])[C:12](=[O:15])[NH:11][C:10]=2[CH:9]=[CH:8][CH:7]=1)[CH2:1][CH3:2])[CH3:5]. The yield is 0.770.